Dataset: Reaction yield outcomes from USPTO patents with 853,638 reactions. Task: Predict the reaction yield, written as a fraction of the theoretical maximum amount of product (1.0 means a 100% yield; for example, 0.34 means a 34% yield). (1) The reactants are C1(P(C2C=CC=CC=2)C2C=CC=CC=2)C=CC=CC=1.[Br:20]Br.C(N(CC)CC)C.O[CH2:30][CH2:31][C@H:32]([NH:49][C:50](=[O:56])[O:51][C:52]([CH3:55])([CH3:54])[CH3:53])[C:33]1[N:38]([C:39]2[CH:44]=[CH:43][CH:42]=[CH:41][CH:40]=2)[C:37](=[O:45])[C:36]2=[CH:46][CH:47]=[CH:48][N:35]2[N:34]=1. The catalyst is ClCCl.O. The product is [Br:20][CH2:30][CH2:31][C@H:32]([NH:49][C:50](=[O:56])[O:51][C:52]([CH3:55])([CH3:54])[CH3:53])[C:33]1[N:38]([C:39]2[CH:44]=[CH:43][CH:42]=[CH:41][CH:40]=2)[C:37](=[O:45])[C:36]2=[CH:46][CH:47]=[CH:48][N:35]2[N:34]=1. The yield is 0.740. (2) The reactants are C[O:2][C:3](=[O:31])[C:4]1[CH:9]=[CH:8][CH:7]=[CH:6][C:5]=1[NH:10][C:11](=[O:30])[CH2:12][O:13][C:14]1[CH:19]=[CH:18][C:17]([C:20]23[CH2:29][CH:24]4[CH2:25][CH:26]([CH2:28][CH:22]([CH2:23]4)[CH2:21]2)[CH2:27]3)=[CH:16][CH:15]=1.Cl.C(OCC)(=O)C. The catalyst is O1CCOCC1.O. The product is [C:20]12([C:17]3[CH:18]=[CH:19][C:14]([O:13][CH2:12][C:11]([NH:10][C:5]4[CH:6]=[CH:7][CH:8]=[CH:9][C:4]=4[C:3]([OH:31])=[O:2])=[O:30])=[CH:15][CH:16]=3)[CH2:29][CH:24]3[CH2:23][CH:22]([CH2:28][CH:26]([CH2:25]3)[CH2:27]1)[CH2:21]2. The yield is 0.625. (3) The reactants are C(OC([NH:11][C@@H:12]([CH2:17][N:18]([C:25]1[CH:30]=[CH:29][CH:28]=[CH:27][CH:26]=1)[C:19]1[CH:24]=[CH:23][CH:22]=[CH:21][CH:20]=1)[C:13]([O:15][CH3:16])=[O:14])=O)C1C=CC=CC=1.[H][H]. The catalyst is CO. The product is [NH2:11][C@@H:12]([CH2:17][N:18]([C:25]1[CH:30]=[CH:29][CH:28]=[CH:27][CH:26]=1)[C:19]1[CH:20]=[CH:21][CH:22]=[CH:23][CH:24]=1)[C:13]([O:15][CH3:16])=[O:14]. The yield is 0.910. (4) The reactants are Br[C:2]1[S:3][CH:4]=[CH:5][C:6]=1[CH3:7].[Li]CCCC.C(O[B:17]1[O:21][C:20]([CH3:23])([CH3:22])[C:19]([CH3:25])([CH3:24])[O:18]1)(C)C. The catalyst is C1COCC1. The product is [CH3:24][C:19]1([CH3:25])[C:20]([CH3:23])([CH3:22])[O:21][B:17]([C:2]2[S:3][CH:4]=[CH:5][C:6]=2[CH3:7])[O:18]1. The yield is 0.530. (5) The reactants are [CH3:1][O:2][C:3](=[O:29])[CH2:4][NH:5][CH2:6][C:7]1[CH:12]=[CH:11][C:10]([O:13][CH2:14][CH2:15][C:16]2[N:17]=[C:18]([C:22]3[CH:27]=[CH:26][C:25]([CH3:28])=[CH:24][CH:23]=3)[O:19][C:20]=2[CH3:21])=[CH:9][CH:8]=1.[CH2:30]([N:32]([CH2:37][CH3:38])[S:33](Cl)(=[O:35])=[O:34])[CH3:31].C(N(CC)CC)C. No catalyst specified. The product is [CH3:1][O:2][C:3](=[O:29])[CH2:4][N:5]([S:33]([N:32]([CH2:37][CH3:38])[CH2:30][CH3:31])(=[O:35])=[O:34])[CH2:6][C:7]1[CH:8]=[CH:9][C:10]([O:13][CH2:14][CH2:15][C:16]2[N:17]=[C:18]([C:22]3[CH:27]=[CH:26][C:25]([CH3:28])=[CH:24][CH:23]=3)[O:19][C:20]=2[CH3:21])=[CH:11][CH:12]=1. The yield is 0.860. (6) The reactants are [CH3:1][CH:2]1[CH2:7][NH:6][CH2:5][CH2:4][NH:3]1.[Br:8][C:9]1[CH:14]=[CH:13][CH:12]=[CH:11][N:10]=1. No catalyst specified. The product is [BrH:8].[CH3:1][CH:2]1[NH:3][CH2:4][CH2:5][N:6]([C:9]2[CH:14]=[CH:13][CH:12]=[CH:11][N:10]=2)[CH2:7]1. The yield is 0.260. (7) The reactants are [Br:1][C:2]1[CH:3]=[C:4]2[C:8](=[CH:9][CH:10]=1)[NH:7][C:6](=[O:11])[CH2:5]2.[N:12]1([CH2:17][CH2:18][NH:19][C:20]([C:22]2[C:26]([C:27]3[CH:32]=[CH:31][CH:30]=[CH:29][CH:28]=3)=[C:25]([CH:33]=O)[NH:24][C:23]=2[CH3:35])=[O:21])[CH2:16][CH2:15][CH2:14][CH2:13]1. No catalyst specified. The product is [N:12]1([CH2:17][CH2:18][NH:19][C:20]([C:22]2[C:26]([C:27]3[CH:28]=[CH:29][CH:30]=[CH:31][CH:32]=3)=[C:25]([CH:33]=[C:5]3[C:4]4[C:8](=[CH:9][CH:10]=[C:2]([Br:1])[CH:3]=4)[NH:7][C:6]3=[O:11])[NH:24][C:23]=2[CH3:35])=[O:21])[CH2:13][CH2:14][CH2:15][CH2:16]1. The yield is 0.270.